This data is from Full USPTO retrosynthesis dataset with 1.9M reactions from patents (1976-2016). The task is: Predict the reactants needed to synthesize the given product. (1) The reactants are: [CH3:1][N:2]1[CH2:7][CH2:6][CH2:5][CH:4]([O:8][C:9]([N:11]2[C:17]3[CH:18]=[CH:19][C:20]([NH2:22])=[CH:21][C:16]=3[O:15][CH2:14][CH2:13][CH2:12]2)=[O:10])[CH2:3]1.[CH3:23][NH:24][C:25]([C:27]1[S:28][CH:29]=[CH:30][C:31]=1[NH:32][C:33]1[C:38]([Cl:39])=[CH:37][N:36]=[C:35](Cl)[N:34]=1)=[O:26]. Given the product [CH3:1][N:2]1[CH2:7][CH2:6][CH2:5][CH:4]([O:8][C:9]([N:11]2[C:17]3[CH:18]=[CH:19][C:20]([NH:22][C:35]4[N:34]=[C:33]([NH:32][C:31]5[CH:30]=[CH:29][S:28][C:27]=5[C:25](=[O:26])[NH:24][CH3:23])[C:38]([Cl:39])=[CH:37][N:36]=4)=[CH:21][C:16]=3[O:15][CH2:14][CH2:13][CH2:12]2)=[O:10])[CH2:3]1, predict the reactants needed to synthesize it. (2) Given the product [CH2:1]([N:4]1[C:12]2[C:7](=[CH:8][CH:9]=[C:10]([C:40]3[NH:36][N:37]=[CH:38][CH:39]=3)[CH:11]=2)[C:6]([C:14]([C:20]2[CH:21]=[C:22]3[C:26](=[CH:27][CH:28]=2)[N:25]([C:29]2[CH:34]=[CH:33][C:32]([F:35])=[CH:31][CH:30]=2)[N:24]=[CH:23]3)([OH:19])[C:15]([F:18])([F:17])[F:16])=[CH:5]1)[CH:2]=[CH2:3], predict the reactants needed to synthesize it. The reactants are: [CH2:1]([N:4]1[C:12]2[C:7](=[CH:8][CH:9]=[C:10](Br)[CH:11]=2)[C:6]([C:14]([C:20]2[CH:21]=[C:22]3[C:26](=[CH:27][CH:28]=2)[N:25]([C:29]2[CH:34]=[CH:33][C:32]([F:35])=[CH:31][CH:30]=2)[N:24]=[CH:23]3)([OH:19])[C:15]([F:18])([F:17])[F:16])=[CH:5]1)[CH:2]=[CH2:3].[NH:36]1[C:40](B(O)O)=[CH:39][CH:38]=[N:37]1.C(=O)([O-])[O-].[Na+].[Na+]. (3) Given the product [CH2:1]([C:3]1[O:4][C:5]2[CH:21]=[CH:20][CH:19]=[CH:18][C:6]=2[C:7]=1[C:8]([C:10]1[CH:15]=[CH:14][C:13]([OH:16])=[CH:12][CH:11]=1)=[O:9])[CH3:2], predict the reactants needed to synthesize it. The reactants are: [CH2:1]([C:3]1[O:4][C:5]2[CH:21]=[CH:20][CH:19]=[CH:18][C:6]=2[C:7]=1[C:8]([C:10]1[CH:15]=[CH:14][C:13]([O:16]C)=[CH:12][CH:11]=1)=[O:9])[CH3:2].